This data is from Forward reaction prediction with 1.9M reactions from USPTO patents (1976-2016). The task is: Predict the product of the given reaction. (1) The product is: [C:23]1([S:20]([N:16]2[C:17]3[C:13](=[CH:12][C:11]([CH2:9][OH:8])=[CH:19][CH:18]=3)[CH2:14][CH2:15]2)(=[O:21])=[O:22])[CH:24]=[CH:25][CH:26]=[CH:27][CH:28]=1. Given the reactants [H-].[H-].[H-].[H-].[Li+].[Al+3].C[O:8][C:9]([C:11]1[CH:12]=[C:13]2[C:17](=[CH:18][CH:19]=1)[N:16]([S:20]([C:23]1[CH:28]=[CH:27][CH:26]=[CH:25][CH:24]=1)(=[O:22])=[O:21])[CH2:15][CH2:14]2)=O, predict the reaction product. (2) Given the reactants O=[C:2]1[O:7][C:6]([C:8]2[CH:13]=[CH:12][CH:11]=[CH:10][C:9]=2[O:14]C(=O)C)=[N:5][C:4]2[CH:18]=[CH:19][CH:20]=[CH:21][C:3]1=2.[CH3:22][O:23][C:24]1[CH:25]=[C:26]([CH2:30][CH2:31][NH2:32])[CH:27]=[CH:28][CH:29]=1, predict the reaction product. The product is: [OH:14][C:9]1[CH:10]=[CH:11][CH:12]=[CH:13][C:8]=1[C:6]1[N:32]([CH2:31][CH2:30][C:26]2[CH:27]=[CH:28][CH:29]=[C:24]([O:23][CH3:22])[CH:25]=2)[C:2](=[O:7])[C:3]2[C:4](=[CH:18][CH:19]=[CH:20][CH:21]=2)[N:5]=1. (3) Given the reactants [Cl:1][C:2]1[CH:11]=[C:10]([Cl:12])[C:9]2[C:4](=[CH:5][C:6](I)=[CH:7][CH:8]=2)[N:3]=1.[SH:14][C:15]1[CH:16]=[C:17]([C:21]2([C:27]#[N:28])[CH2:26][CH2:25][O:24][CH2:23][CH2:22]2)[CH:18]=[CH:19][CH:20]=1.C1(P(C2C=CC=CC=2)C2C3OC4C(=CC=CC=4P(C4C=CC=CC=4)C4C=CC=CC=4)C(C)(C)C=3C=CC=2)C=CC=CC=1.CCN(C(C)C)C(C)C, predict the reaction product. The product is: [Cl:1][C:2]1[CH:11]=[C:10]([Cl:12])[C:9]2[C:4](=[CH:5][C:6]([S:14][C:15]3[CH:16]=[C:17]([C:21]4([C:27]#[N:28])[CH2:22][CH2:23][O:24][CH2:25][CH2:26]4)[CH:18]=[CH:19][CH:20]=3)=[CH:7][CH:8]=2)[N:3]=1. (4) Given the reactants Cl[C:2]1[N:7]=[C:6]([NH:8][C:9]2[CH:14]=[CH:13][C:12]3[O:15][CH2:16][CH2:17][O:18][C:11]=3[CH:10]=2)[C:5]([F:19])=[CH:4][N:3]=1.[O:20]1[C:24]([C:25]2[CH:26]=[C:27]([CH:29]=[CH:30][CH:31]=2)[NH2:28])=[CH:23][N:22]=[CH:21]1, predict the reaction product. The product is: [CH2:17]1[CH2:16][O:15][C:12]2[CH:13]=[CH:14][C:9]([NH:8][C:6]3[C:5]([F:19])=[CH:4][N:3]=[C:2]([NH:28][C:27]4[CH:29]=[CH:30][CH:31]=[C:25]([C:24]5[O:20][CH:21]=[N:22][CH:23]=5)[CH:26]=4)[N:7]=3)=[CH:10][C:11]=2[O:18]1.